From a dataset of Forward reaction prediction with 1.9M reactions from USPTO patents (1976-2016). Predict the product of the given reaction. (1) Given the reactants Cl[C:2]1[CH:7]=[C:6]([C:8]2[CH:13]=[C:12]([C:14]3[CH:19]=[CH:18][C:17]([C:20]([F:23])([F:22])[F:21])=[C:16]([O:24][CH3:25])[CH:15]=3)[CH:11]=[C:10]([CH3:26])[N:9]=2)[CH:5]=[CH:4][N:3]=1.[C:27]([NH:31][S:32]([C:35]1[CH:36]=[C:37](B(O)O)[CH:38]=[CH:39][CH:40]=1)(=[O:34])=[O:33])([CH3:30])([CH3:29])[CH3:28], predict the reaction product. The product is: [C:27]([NH:31][S:32]([C:35]1[CH:36]=[CH:37][CH:38]=[C:39]([C:2]2[CH:7]=[C:6]([C:8]3[CH:13]=[C:12]([C:14]4[CH:19]=[CH:18][C:17]([C:20]([F:23])([F:22])[F:21])=[C:16]([O:24][CH3:25])[CH:15]=4)[CH:11]=[C:10]([CH3:26])[N:9]=3)[CH:5]=[CH:4][N:3]=2)[CH:40]=1)(=[O:34])=[O:33])([CH3:30])([CH3:28])[CH3:29]. (2) Given the reactants [OH-:1].[Na+].C[O:4][C:5](=[O:43])[C@@H:6](NC(OC(C)(C)C)=O)[CH2:7][S:8][CH2:9][C:10]1[CH:15]=[CH:14][C:13]([C:16]2[CH:21]=[CH:20][C:19]([C:22]3[C:27]4[O:28][C:29]5[CH:34]=[CH:33][CH:32]=[CH:31][C:30]=5[C:26]=4[CH:25]=[CH:24][CH:23]=3)=[CH:18][CH:17]=2)=[CH:12][CH:11]=1.Cl.[CH3:45][OH:46], predict the reaction product. The product is: [C:10]([O:1][C:45]([C@H:6]([CH2:7][S:8][CH2:9][C:10]1[CH:15]=[CH:14][C:13]([C:16]2[CH:21]=[CH:20][C:19]([C:22]3[C:27]4[O:28][C:29]5[CH:34]=[CH:33][CH:32]=[CH:31][C:30]=5[C:26]=4[CH:25]=[CH:24][CH:23]=3)=[CH:18][CH:17]=2)=[CH:12][CH:11]=1)[C:5]([OH:4])=[O:43])=[O:46])([CH3:15])([CH3:11])[CH3:9]. (3) Given the reactants [O:1]1[CH2:5][CH2:4][CH2:3][C@H:2]1[CH2:6][NH:7][NH2:8].[CH3:9][C:10]([CH3:17])([CH3:16])[C:11](=O)[CH2:12][C:13]#[N:14], predict the reaction product. The product is: [C:10]([C:11]1[CH:12]=[C:13]([NH2:14])[N:7]([CH2:6][C@@H:2]2[CH2:3][CH2:4][CH2:5][O:1]2)[N:8]=1)([CH3:17])([CH3:16])[CH3:9]. (4) Given the reactants C([O:4][CH2:5][CH2:6][O:7][C:8]1[CH:9]=[CH:10][CH:11]=[C:12]2[C:17]=1[N:16]=[C:15]([C:18]1[N:22]3[CH:23]=[C:24]([C@@H:27]([N:32]4[CH2:36][CH2:35][C@H:34]([NH:37][C:38]([O:40][C:41]([CH3:44])([CH3:43])[CH3:42])=[O:39])[CH2:33]4)[C:28]([F:31])([F:30])[F:29])[CH:25]=[CH:26][C:21]3=[N:20][N:19]=1)[CH:14]=[CH:13]2)(=O)C.[OH-].[Li+], predict the reaction product. The product is: [F:30][C:28]([F:29])([F:31])[C@H:27]([N:32]1[CH2:36][CH2:35][C@H:34]([NH:37][C:38](=[O:39])[O:40][C:41]([CH3:44])([CH3:42])[CH3:43])[CH2:33]1)[C:24]1[CH:25]=[CH:26][C:21]2[N:22]([C:18]([C:15]3[CH:14]=[CH:13][C:12]4[C:17](=[C:8]([O:7][CH2:6][CH2:5][OH:4])[CH:9]=[CH:10][CH:11]=4)[N:16]=3)=[N:19][N:20]=2)[CH:23]=1.